From a dataset of Forward reaction prediction with 1.9M reactions from USPTO patents (1976-2016). Predict the product of the given reaction. (1) Given the reactants [F:1][C:2]1[CH:7]=[C:6]([I:8])[CH:5]=[CH:4][C:3]=1[NH:9][C:10]1[N:14]2[CH:15]=[N:16][CH:17]=[CH:18][C:13]2=[CH:12][C:11]=1[C:19]([OH:21])=O.CC1(C)[O:27][C@H:26]([CH2:28]NO)[CH2:25][O:24]1.C1C=CC2[N:40]([OH:41])N=NC=2C=1.CCN=C=NCCCN(C)C.Cl.CCN(C(C)C)C(C)C, predict the reaction product. The product is: [OH:27][C@H:26]([CH2:25][OH:24])[CH2:28][O:41][NH:40][C:19]([C:11]1[CH:12]=[C:13]2[CH:18]=[CH:17][N:16]=[CH:15][N:14]2[C:10]=1[NH:9][C:3]1[CH:4]=[CH:5][C:6]([I:8])=[CH:7][C:2]=1[F:1])=[O:21]. (2) Given the reactants [CH3:1][N:2]([CH3:34])[C:3]([C@H:5]1[CH2:10][CH2:9][C@H:8]([N:11]2[CH:15]=[C:14]([C:16]3[CH:17]=[N:18][C:19]([C:22]4[CH:27]=[CH:26][CH:25]=[C:24]([C:28]5[CH:29]=[N:30][N:31]([CH3:33])[CH:32]=5)[CH:23]=4)=[N:20][CH:21]=3)[CH:13]=[N:12]2)[CH2:7][CH2:6]1)=[O:4], predict the reaction product. The product is: [CH3:1][N:2]([CH3:34])[C:3]([CH:5]1[CH2:10][CH2:9][CH:8]([N:11]2[CH:15]=[C:14]([C:16]3[CH:17]=[N:18][C:19]([C:22]4[CH:27]=[CH:26][CH:25]=[C:24]([C:28]5[CH:29]=[N:30][N:31]([CH3:33])[CH:32]=5)[CH:23]=4)=[N:20][CH:21]=3)[CH:13]=[N:12]2)[CH2:7][CH2:6]1)=[O:4]. (3) Given the reactants [CH2:1]([NH2:4])[CH2:2][CH3:3].[O:5]1[CH2:10][CH2:9][O:8][C:7]2[CH:11]=[C:12]([C:15]3[NH:16][C:17]4[N:18]([N:22]=[CH:23][C:24]=4[C:25](OCC)=[O:26])[C:19](=[O:21])[CH:20]=3)[CH:13]=[CH:14][C:6]1=2, predict the reaction product. The product is: [O:5]1[CH2:10][CH2:9][O:8][C:7]2[CH:11]=[C:12]([C:15]3[NH:16][C:17]4[N:18]([N:22]=[CH:23][C:24]=4[C:25]([NH:4][CH2:1][CH2:2][CH3:3])=[O:26])[C:19](=[O:21])[CH:20]=3)[CH:13]=[CH:14][C:6]1=2. (4) Given the reactants [F:1][C:2]1[CH:7]=[CH:6][C:5]([C:8]2[C:17]3[C:12](=[CH:13][CH:14]=[C:15]([N:18]4[CH2:23][CH2:22][CH2:21][CH2:20][CH2:19]4)[CH:16]=3)[N:11]=[C:10]([CH3:24])[C:9]=2[C:25]([O:27]C(C)(C)C)=[O:26])=[CH:4][CH:3]=1.C(O)(C(F)(F)F)=O, predict the reaction product. The product is: [F:1][C:2]1[CH:7]=[CH:6][C:5]([C:8]2[C:17]3[C:12](=[CH:13][CH:14]=[C:15]([N:18]4[CH2:23][CH2:22][CH2:21][CH2:20][CH2:19]4)[CH:16]=3)[N:11]=[C:10]([CH3:24])[C:9]=2[C:25]([OH:27])=[O:26])=[CH:4][CH:3]=1. (5) Given the reactants B.[Br:2][C:3]1[CH:10]=[C:7]([C:8]#[N:9])[C:6]([NH2:11])=[CH:5][CH:4]=1.CCO, predict the reaction product. The product is: [Br:2][C:3]1[CH:4]=[CH:5][C:6]([NH2:11])=[C:7]([CH:10]=1)[CH2:8][NH2:9].